This data is from Forward reaction prediction with 1.9M reactions from USPTO patents (1976-2016). The task is: Predict the product of the given reaction. (1) Given the reactants Br[C:2]1[CH:3]=[C:4]([O:10][CH3:11])[C:5]([O:8][CH3:9])=[N:6][CH:7]=1.C(N(CC)CC)C.[CH3:19][Si:20]([C:23]#[CH:24])([CH3:22])[CH3:21], predict the reaction product. The product is: [CH3:9][O:8][C:5]1[C:4]([O:10][CH3:11])=[CH:3][C:2]([C:24]#[C:23][Si:20]([CH3:22])([CH3:21])[CH3:19])=[CH:7][N:6]=1. (2) Given the reactants Br[C:2]1[CH:7]=[CH:6][C:5]([CH2:8][O:9][CH2:10][O:11][CH3:12])=[CH:4][CH:3]=1.C([Li])CCC.[B:18]([O:27]C(C)C)([O:23]C(C)C)[O:19]C(C)C.Cl, predict the reaction product. The product is: [CH3:12][O:11][CH2:10][O:9][CH2:8][C:5]1[CH:6]=[CH:7][C:2]([O:19][B:18]([OH:27])[OH:23])=[CH:3][CH:4]=1. (3) Given the reactants [C:1]1([CH2:7][CH2:8][N:9]2[CH2:14][CH2:13][N:12]([CH:15]3[CH2:20][CH2:19][CH2:18][CH2:17][CH2:16]3)[CH2:11][CH2:10]2)[CH:6]=[CH:5][CH:4]=[CH:3][CH:2]=1.[Cl:21]CCl, predict the reaction product. The product is: [ClH:21].[C:1]1([CH2:7][CH2:8][N:9]2[CH2:14][CH2:13][N:12]([CH:15]3[CH2:20][CH2:19][CH2:18][CH2:17][CH2:16]3)[CH2:11][CH2:10]2)[CH:6]=[CH:5][CH:4]=[CH:3][CH:2]=1. (4) Given the reactants [CH3:1][C:2]([CH3:30])([CH3:29])[C:3]([NH:5][C:6]1[CH:7]=[C:8]2[C:12](=[CH:13][C:14]=1[N+:15]([O-])=O)[N:11]([CH2:18][C:19]1[CH:24]=[CH:23][C:22]([C:25]([F:28])([F:27])[F:26])=[CH:21][CH:20]=1)[CH2:10][CH2:9]2)=[O:4].ClC1SC(CN2C3C(=CC(N)=CC=3)CC2)=CC=1, predict the reaction product. The product is: [NH2:15][C:14]1[CH:13]=[C:12]2[C:8]([CH2:9][CH2:10][N:11]2[CH2:18][C:19]2[CH:20]=[CH:21][C:22]([C:25]([F:26])([F:27])[F:28])=[CH:23][CH:24]=2)=[CH:7][C:6]=1[NH:5][C:3](=[O:4])[C:2]([CH3:29])([CH3:1])[CH3:30]. (5) Given the reactants Br[C:2]1[CH:7]=[CH:6][C:5]([C:8]([CH3:17])([CH3:16])[C:9]([NH:11][CH2:12][CH:13]([CH3:15])[CH3:14])=[O:10])=[CH:4][CH:3]=1.[CH2:18]([O:20][C:21]([C:23]1[CH:24]=[C:25](B(O)O)[CH:26]=[CH:27][CH:28]=1)=[O:22])[CH3:19], predict the reaction product. The product is: [CH2:12]([NH:11][C:9](=[O:10])[C:8]([C:5]1[CH:6]=[CH:7][C:2]([C:25]2[CH:26]=[CH:27][CH:28]=[C:23]([C:21]([O:20][CH2:18][CH3:19])=[O:22])[CH:24]=2)=[CH:3][CH:4]=1)([CH3:17])[CH3:16])[CH:13]([CH3:15])[CH3:14]. (6) Given the reactants [CH3:1][O:2][N:3]([CH3:14])[C:4](=[O:13])[C@H:5]([CH3:12])[C@@H:6]([OH:11])[C@@H:7]([CH3:10])[CH2:8][OH:9].C([Sn](=O)CCCC)CCC.[CH3:25][O:26][C:27]1[CH:34]=[CH:33][C:30]([CH2:31]Cl)=[CH:29][CH:28]=1, predict the reaction product. The product is: [CH3:1][O:2][N:3]([CH3:14])[C:4](=[O:13])[C@@H:5]([CH3:12])[C@@H:6]([OH:11])[C@@H:7]([CH3:10])[CH2:8][O:9][CH2:31][C:30]1[CH:33]=[CH:34][C:27]([O:26][CH3:25])=[CH:28][CH:29]=1. (7) Given the reactants Br[CH2:2][CH2:3][CH2:4][O:5][C:6]1[CH:11]=[CH:10][C:9]([Cl:12])=[CH:8][C:7]=1[Cl:13].[N-:14]=[N+:15]=[N-:16].[Na+], predict the reaction product. The product is: [N:14]([CH2:2][CH2:3][CH2:4][O:5][C:6]1[CH:11]=[CH:10][C:9]([Cl:12])=[CH:8][C:7]=1[Cl:13])=[N+:15]=[N-:16]. (8) Given the reactants [Cl:1][C:2]1[CH:3]=[CH:4][C:5]([S:10]([CH:13]2[CH2:15][CH2:14]2)(=[O:12])=[O:11])=[C:6]([NH:8][NH2:9])[CH:7]=1.[NH2:16][C:17]1[CH:25]=[CH:24][C:23]([O:26][C:27]([F:30])([F:29])[F:28])=[CH:22][C:18]=1[C:19](O)=[O:20].BrC1C(C)=CC(C(NNC2C=C(Cl)C=CC=2SCC)=O)=C([N+]([O-])=O)C=1, predict the reaction product. The product is: [NH2:16][C:17]1[CH:25]=[CH:24][C:23]([O:26][C:27]([F:28])([F:29])[F:30])=[CH:22][C:18]=1[C:19]([NH:9][NH:8][C:6]1[CH:7]=[C:2]([Cl:1])[CH:3]=[CH:4][C:5]=1[S:10]([CH:13]1[CH2:15][CH2:14]1)(=[O:12])=[O:11])=[O:20]. (9) Given the reactants [H-].[Na+].[C:3]([O:11][CH2:12][CH3:13])(=[O:10])[CH2:4][C:5]([O:7]CC)=O.[F:14][C:15]([F:36])([F:35])[C:16]1[N:21]=[CH:20][C:19]([CH2:22][N:23]2[C:28]3[N:29]=[CH:30][CH:31]=[CH:32][C:27]=3[C:26](=O)[O:25]C2=O)=[CH:18][CH:17]=1.Cl, predict the reaction product. The product is: [OH:25][C:26]1[C:27]2[C:28](=[N:29][CH:30]=[CH:31][CH:32]=2)[N:23]([CH2:22][C:19]2[CH:20]=[N:21][C:16]([C:15]([F:14])([F:36])[F:35])=[CH:17][CH:18]=2)[C:5](=[O:7])[C:4]=1[C:3]([O:11][CH2:12][CH3:13])=[O:10].